From a dataset of Reaction yield outcomes from USPTO patents with 853,638 reactions. Predict the reaction yield, written as a fraction of the theoretical maximum amount of product (1.0 means a 100% yield; for example, 0.34 means a 34% yield). (1) The reactants are [CH3:1][C:2]1[C:9]([C:10]2[S:11][C:12]([C:21]([NH2:23])=O)=[C:13]([C:15]3[CH:20]=[CH:19][CH:18]=[CH:17][CH:16]=3)[N:14]=2)=[C:5]2[S:6][CH:7]=[CH:8][N:4]2[N:3]=1.CC[N+](S(N=C(OC)[O-])(=O)=O)(CC)CC.C(OCC)(=O)C.C(=O)(O)[O-].[Na+]. The catalyst is O1CCCC1. The product is [CH3:1][C:2]1[C:9]([C:10]2[S:11][C:12]([C:21]#[N:23])=[C:13]([C:15]3[CH:20]=[CH:19][CH:18]=[CH:17][CH:16]=3)[N:14]=2)=[C:5]2[S:6][CH:7]=[CH:8][N:4]2[N:3]=1. The yield is 0.420. (2) The reactants are C(OC([N:8]1[CH:12]=[CH:11][C:10]([NH:13][C:14](=[O:33])[C@@H:15]([C:22]2[CH:27]=[CH:26][C:25]([S:28]([CH3:31])(=[O:30])=[O:29])=[C:24]([Cl:32])[CH:23]=2)[CH2:16][CH:17]2[CH2:21][CH2:20][CH2:19][CH2:18]2)=[N:9]1)=O)(C)(C)C.FC(F)(F)C(O)=O. The catalyst is C(Cl)Cl. The product is [Cl:32][C:24]1[CH:23]=[C:22]([C@@H:15]([CH2:16][CH:17]2[CH2:18][CH2:19][CH2:20][CH2:21]2)[C:14]([NH:13][C:10]2[CH:11]=[CH:12][NH:8][N:9]=2)=[O:33])[CH:27]=[CH:26][C:25]=1[S:28]([CH3:31])(=[O:30])=[O:29]. The yield is 0.580.